From a dataset of Experimentally validated miRNA-target interactions with 360,000+ pairs, plus equal number of negative samples. Binary Classification. Given a miRNA mature sequence and a target amino acid sequence, predict their likelihood of interaction. (1) Result: 0 (no interaction). The protein sequence of the target gene is MSSALAYMLLVLSISLLNGQSPPGKPEIHKCRSPDKETFTCWWNPGSDGGLPTNYSLTYSKEGEKNTYECPDYKTSGPNSCFFSKQYTSIWKIYIITVNATNEMGSSTSDPLYVDVTYIVEPEPPRNLTLEVKQLKDKKTYLWVKWLPPTITDVKTGWFTMEYEIRLKSEEADEWEIHFTGHQTQFKVFDLYPGQKYLVQTRCKPDHGYWSRWGQEKSIEIPNDFTLKDTTVWIIVAVLSAVICLIMVWAVALKGYSMMTCIFPPVPGPKIKGFDTHLLEKGKSEELLSALGCQDFPPTS.... The miRNA is hsa-miR-545-3p with sequence UCAGCAAACAUUUAUUGUGUGC. (2) The miRNA is hsa-miR-3617-3p with sequence CAUCAGCACCCUAUGUCCUUUCU. The protein sequence of the target gene is MTTQLGPALVLGVALCLGCGQPLPQVPERPFSVLWNVPSAHCEARFGVHLPLNALGIIANRGQHFHGQNMTIFYKNQLGLYPYFGPRGTAHNGGIPQALPLDRHLALAAYQIHHSLRPGFAGPAVLDWEEWCPLWAGNWGRRRAYQAASWAWAQQVFPDLDPQEQLYKAYTGFEQAARALMEDTLRVAQALRPHGLWGFYHYPACGNGWHSMASNYTGRCHAATLARNTQLHWLWAASSALFPSIYLPPRLPPAHHQAFVRHRLEEAFRVALVGHRHPLPVLAYVRLTHRRSGRFLSQDD.... Result: 0 (no interaction). (3) The miRNA is hsa-miR-3201 with sequence GGGAUAUGAAGAAAAAU. The protein sequence of the target gene is MAASVLGSLLRTFRQAVPPSASGQVRGYYVDWRMLRDLKRRKMAYEYADERLRINSLRKNTILPKDLQEMAGDEIAALPRDSCPVRIRNRCVMTSRPRGVKRRWRLSRIVFRHLADHGLLSGVQRAIW. Result: 0 (no interaction).